This data is from Full USPTO retrosynthesis dataset with 1.9M reactions from patents (1976-2016). The task is: Predict the reactants needed to synthesize the given product. Given the product [C:29]([O:32][C:2]1[CH2:6][CH2:5][O:4][N:3]=1)(=[O:31])[CH3:30].[C:29]([O-:32])(=[O:31])[CH3:30], predict the reactants needed to synthesize it. The reactants are: Br[C:2]1[CH:6]=[CH:5][O:4][N:3]=1.[OH-].[Na+].C(O)C=C.C(OCC=C)C=C.C(O)=O.O1CCC(=O)N1.[C:29]([O:32]C(=O)C)(=[O:31])[CH3:30].